Regression. Given two drug SMILES strings and cell line genomic features, predict the synergy score measuring deviation from expected non-interaction effect. From a dataset of NCI-60 drug combinations with 297,098 pairs across 59 cell lines. (1) Drug 1: CC1C(C(CC(O1)OC2CC(CC3=C2C(=C4C(=C3O)C(=O)C5=C(C4=O)C(=CC=C5)OC)O)(C(=O)C)O)N)O.Cl. Drug 2: CC(C1=C(C=CC(=C1Cl)F)Cl)OC2=C(N=CC(=C2)C3=CN(N=C3)C4CCNCC4)N. Cell line: UACC62. Synergy scores: CSS=15.7, Synergy_ZIP=-6.28, Synergy_Bliss=2.30, Synergy_Loewe=-2.37, Synergy_HSA=2.74. (2) Drug 2: C(=O)(N)NO. Drug 1: CS(=O)(=O)C1=CC(=C(C=C1)C(=O)NC2=CC(=C(C=C2)Cl)C3=CC=CC=N3)Cl. Cell line: NCI-H322M. Synergy scores: CSS=2.94, Synergy_ZIP=0.0927, Synergy_Bliss=2.40, Synergy_Loewe=-0.637, Synergy_HSA=1.09. (3) Drug 1: C1=NC2=C(N=C(N=C2N1C3C(C(C(O3)CO)O)O)F)N. Drug 2: CC12CCC3C(C1CCC2OP(=O)(O)O)CCC4=C3C=CC(=C4)OC(=O)N(CCCl)CCCl.[Na+]. Cell line: DU-145. Synergy scores: CSS=8.68, Synergy_ZIP=-2.33, Synergy_Bliss=1.88, Synergy_Loewe=-5.70, Synergy_HSA=-2.71.